From a dataset of Forward reaction prediction with 1.9M reactions from USPTO patents (1976-2016). Predict the product of the given reaction. (1) Given the reactants [CH2:1]([O:3][C:4]([C:6]1[N:7]=[C:8]([N:11]2[CH2:16][CH2:15][N:14](C(OC(C)(C)C)=O)[CH2:13][CH2:12]2)[S:9][CH:10]=1)=[O:5])[CH3:2].[ClH:24], predict the reaction product. The product is: [ClH:24].[N:11]1([C:8]2[S:9][CH:10]=[C:6]([C:4]([O:3][CH2:1][CH3:2])=[O:5])[N:7]=2)[CH2:16][CH2:15][NH:14][CH2:13][CH2:12]1. (2) Given the reactants Br[C:2]1[N:7]=[C:6]([NH:8][CH2:9][CH:10]2[CH2:15][CH2:14][O:13][CH2:12][CH2:11]2)[CH:5]=[CH:4][CH:3]=1.[Cl:16][C:17]1[C:18](B(O)O)=[CH:19][C:20]([F:23])=[N:21][CH:22]=1.C(Cl)Cl.C([O-])([O-])=O.[Na+].[Na+], predict the reaction product. The product is: [Cl:16][C:17]1[C:18]([C:2]2[CH:3]=[CH:4][CH:5]=[C:6]([NH:8][CH2:9][CH:10]3[CH2:15][CH2:14][O:13][CH2:12][CH2:11]3)[N:7]=2)=[CH:19][C:20]([F:23])=[N:21][CH:22]=1. (3) Given the reactants [C:1]([O:5][C:6]([NH:8][C:9]1[C:18]2[C:13](=[CH:14][CH:15]=[CH:16][CH:17]=2)[C:12]([O:19][C:20]2[CH:25]=[CH:24][N:23]=[C:22]([NH:26][C:27]3[CH:28]=[C:29]([CH:33]=[C:34]([O:36][CH3:37])[CH:35]=3)[C:30](O)=[O:31])[CH:21]=2)=[CH:11][CH:10]=1)=[O:7])([CH3:4])([CH3:3])[CH3:2].[O:38]1[CH2:43][CH2:42][N:41]([CH2:44][CH2:45][CH2:46][NH2:47])[CH2:40][CH2:39]1.CCN(C(C)C)C(C)C.CN(C(ON1N=NC2C=CC=NC1=2)=[N+](C)C)C.F[P-](F)(F)(F)(F)F, predict the reaction product. The product is: [C:1]([O:5][C:6](=[O:7])[NH:8][C:9]1[C:18]2[C:13](=[CH:14][CH:15]=[CH:16][CH:17]=2)[C:12]([O:19][C:20]2[CH:25]=[CH:24][N:23]=[C:22]([NH:26][C:27]3[CH:28]=[C:29]([C:30](=[O:31])[NH:47][CH2:46][CH2:45][CH2:44][N:41]4[CH2:42][CH2:43][O:38][CH2:39][CH2:40]4)[CH:33]=[C:34]([O:36][CH3:37])[CH:35]=3)[CH:21]=2)=[CH:11][CH:10]=1)([CH3:2])([CH3:3])[CH3:4]. (4) The product is: [NH2:1][S:2]([C:5]1[CH:10]=[CH:9][C:8]([N:11]2[C:15]([CH2:16][C:17]3[CH:22]=[CH:21][CH:20]=[CH:19][CH:18]=3)=[CH:14][C:13]([C:24]([O:26][CH3:27])=[O:25])=[N:12]2)=[C:7]([F:28])[CH:6]=1)(=[O:4])=[O:3]. Given the reactants [NH2:1][S:2]([C:5]1[CH:10]=[CH:9][C:8]([N:11]2[C:15]([CH2:16][C:17]3[CH:22]=[CH:21][C:20](Br)=[CH:19][CH:18]=3)=[CH:14][C:13]([C:24]([O:26][CH3:27])=[O:25])=[N:12]2)=[C:7]([F:28])[CH:6]=1)(=[O:4])=[O:3], predict the reaction product. (5) Given the reactants C(OC(NCCC[N:15]1[C:23]2[C:18](=[CH:19][C:20]([C:24](=[O:32])[NH:25][C:26]3[CH:31]=[CH:30][CH:29]=[CH:28][CH:27]=3)=[CH:21][CH:22]=2)[CH:17]=[C:16]1[C:33]([OH:35])=[O:34])=O)C1C=CC=CC=1, predict the reaction product. The product is: [C:33]([OH:35])(=[O:34])[CH3:16].[NH2:15][CH2:16][CH2:17][CH2:18][C:17]1[C:18]2[C:23](=[CH:22][CH:21]=[C:20]([C:24](=[O:32])[NH:25][C:26]3[CH:27]=[CH:28][CH:29]=[CH:30][CH:31]=3)[CH:19]=2)[NH:15][C:16]=1[C:33]([OH:35])=[O:34]. (6) Given the reactants [CH3:1]C(C)([O-])C.[K+].C([N:14]1[CH2:28][CH:17]2[C:18]3[CH:19]=[C:20]([O:26][CH3:27])[CH:21]=[CH:22][C:23]=3[C:24](=O)[CH:16]2[CH2:15]1)C1C=CC=CC=1, predict the reaction product. The product is: [CH3:27][O:26][C:20]1[CH:21]=[CH:22][C:23]2[CH:24]([CH3:1])[CH:16]3[CH2:15][NH:14][CH2:28][CH:17]3[C:18]=2[CH:19]=1. (7) Given the reactants [NH2:1][CH2:2][C@@H:3]([C:5]([OH:7])=[O:6])[OH:4].[ClH:8].[CH3:9]O, predict the reaction product. The product is: [ClH:8].[NH2:1][CH2:2][C@H:3]([OH:4])[C:5]([O:7][CH3:9])=[O:6].